Dataset: Forward reaction prediction with 1.9M reactions from USPTO patents (1976-2016). Task: Predict the product of the given reaction. (1) The product is: [NH:23]1[C:24]2[CH:30]=[CH:29][CH:28]=[CH:27][C:25]=2[N:26]=[C:22]1[CH2:21][NH:20][CH:10]1[CH2:9][CH:8]2[CH2:14][CH2:13][CH:11]1[CH2:12][CH:7]2[CH2:6][C:5]1[CH:16]=[CH:17][C:2]([Cl:1])=[CH:3][CH:4]=1. Given the reactants [Cl:1][C:2]1[CH:17]=[CH:16][C:5]([CH2:6][CH:7]2[CH2:12][CH:11]3[CH2:13][CH2:14][CH:8]2[CH2:9][CH:10]3O)=[CH:4][CH:3]=1.Cl.Cl.[NH2:20][CH2:21][C:22]1[NH:23][C:24]2[CH:30]=[CH:29][CH:28]=[CH:27][C:25]=2[N:26]=1.C([O-])(=O)C.[Na+].C(O[BH-](OC(=O)C)OC(=O)C)(=O)C.[Na+], predict the reaction product. (2) Given the reactants [C:1](Cl)(Cl)=[O:2].[Br:5][C:6]1[CH:13]=[CH:12][C:9]([CH2:10][OH:11])=[CH:8][CH:7]=1.C(N(CC)C(C)C)(C)C.[C:23]([O:27][C:28](=[O:51])[NH:29][C@@H:30]([CH2:46][CH2:47][CH2:48][CH2:49][NH2:50])[C:31]([N:33]([CH2:40][C:41]1[S:42][CH:43]=[CH:44][CH:45]=1)[CH2:34][C:35]1[S:36][CH:37]=[CH:38][CH:39]=1)=[O:32])([CH3:26])([CH3:25])[CH3:24], predict the reaction product. The product is: [C:23]([O:27][C:28](=[O:51])[NH:29][C@@H:30]([CH2:46][CH2:47][CH2:48][CH2:49][NH:50][C:1]([O:11][CH2:10][C:9]1[CH:12]=[CH:13][C:6]([Br:5])=[CH:7][CH:8]=1)=[O:2])[C:31]([N:33]([CH2:34][C:35]1[S:36][CH:37]=[CH:38][CH:39]=1)[CH2:40][C:41]1[S:42][CH:43]=[CH:44][CH:45]=1)=[O:32])([CH3:26])([CH3:24])[CH3:25].